The task is: Predict the reactants needed to synthesize the given product.. This data is from Full USPTO retrosynthesis dataset with 1.9M reactions from patents (1976-2016). (1) Given the product [C:6]([C:7]1[CH:8]=[C:9]2[C:14](=[CH:15][CH:16]=1)[CH:13]=[C:12]([OH:17])[CH:11]=[CH:10]2)#[CH:5], predict the reactants needed to synthesize it. The reactants are: C[Si]([C:5]#[C:6][C:7]1[CH:8]=[C:9]2[C:14](=[CH:15][CH:16]=1)[CH:13]=[C:12]([OH:17])[CH:11]=[CH:10]2)(C)C.C([O-])([O-])=O.[K+].[K+]. (2) The reactants are: [CH3:1][C:2]1[CH:7]=[CH:6][N:5]=[CH:4][C:3]=1[N:8]1[CH:17]=[CH:16][C:15]2[C:10](=[CH:11][C:12]([N+:18]([O-])=O)=[CH:13][CH:14]=2)[C:9]1=[O:21]. Given the product [NH2:18][C:12]1[CH:11]=[C:10]2[C:15]([CH:16]=[CH:17][N:8]([C:3]3[CH:4]=[N:5][CH:6]=[CH:7][C:2]=3[CH3:1])[C:9]2=[O:21])=[CH:14][CH:13]=1, predict the reactants needed to synthesize it. (3) Given the product [Cl:16][C:17]1[CH:18]=[C:19]([NH:24][C:25](=[O:27])[CH3:26])[CH:20]=[C:21]([Cl:23])[C:22]=1[CH:8]([C:5]1[CH:6]=[CH:7][C:2]([Cl:1])=[CH:3][CH:4]=1)[C:10]1[CH:15]=[CH:14][N:13]=[CH:12][CH:11]=1, predict the reactants needed to synthesize it. The reactants are: [Cl:1][C:2]1[CH:7]=[CH:6][C:5]([CH:8]([C:10]2[CH:15]=[CH:14][N:13]=[CH:12][CH:11]=2)O)=[CH:4][CH:3]=1.[Cl:16][C:17]1[CH:18]=[C:19]([NH:24][C:25](=[O:27])[CH3:26])[CH:20]=[C:21]([Cl:23])[CH:22]=1.[NH4+].[OH-]. (4) Given the product [NH2:1][C:2]1[C:3]([C:24]2[CH:25]=[CH:26][CH:27]=[CH:28][C:23]=2[CH3:22])=[CH:4][C:5]([S:8]([C:11]2[CH:12]=[C:13]([C:18]([NH2:20])=[O:19])[S:14][C:15]=2[S:16][CH3:17])(=[O:10])=[O:9])=[CH:6][CH:7]=1, predict the reactants needed to synthesize it. The reactants are: [NH2:1][C:2]1[CH:7]=[CH:6][C:5]([S:8]([C:11]2[CH:12]=[C:13]([C:18]([NH2:20])=[O:19])[S:14][C:15]=2[S:16][CH3:17])(=[O:10])=[O:9])=[CH:4][C:3]=1Br.[CH3:22][C:23]1[CH:28]=[CH:27][CH:26]=[CH:25][C:24]=1B(O)O.C([O-])([O-])=O.[Na+].[Na+]. (5) Given the product [Br:1][C:2]1[S:6][C:5]([C:7](=[NH:9])[O:8][CH2:28][CH3:29])=[C:4]([C:10]2[CH:15]=[CH:14][C:13]([Cl:16])=[CH:12][C:11]=2[Cl:17])[C:3]=1[C:18]#[N:19], predict the reactants needed to synthesize it. The reactants are: [Br:1][C:2]1[S:6][C:5]([C:7]([NH2:9])=[O:8])=[C:4]([C:10]2[CH:15]=[CH:14][C:13]([Cl:16])=[CH:12][C:11]=2[Cl:17])[C:3]=1[C:18]#[N:19].[I-].F[P-](F)(F)(F)(F)F.[CH2:28]([O+](CC)CC)[CH3:29].C(=O)([O-])[O-].[Na+].[Na+]. (6) Given the product [C:1]([NH:5][CH2:6][C:7]1[CH:16]=[CH:15][C:14]2[C:9](=[CH:10][CH:11]=[CH:12][CH:13]=2)[C:8]=1[C:17]1[N:22]=[C:21]([CH:23]([C:40]2[CH:41]=[CH:42][CH:43]=[CH:44][CH:45]=2)[NH:24][C:25]2[C:30]([CH3:31])=[CH:29][C:28]([CH3:32])=[CH:27][C:26]=2[CH3:33])[CH:20]=[CH:19][CH:18]=1)([CH3:4])([CH3:3])[CH3:2], predict the reactants needed to synthesize it. The reactants are: [C:1]([NH:5][CH2:6][C:7]1[CH:16]=[CH:15][C:14]2[C:9](=[CH:10][CH:11]=[CH:12][CH:13]=2)[C:8]=1[C:17]1[N:22]=[C:21]([CH2:23][NH:24][C:25]2[C:30]([CH3:31])=[CH:29][C:28]([CH3:32])=[CH:27][C:26]=2[CH3:33])[CH:20]=[CH:19][CH:18]=1)([CH3:4])([CH3:3])[CH3:2].C1COCC1.[Li][C:40]1[CH:41]=[CH:42][CH:43]=[CH:44][CH:45]=1.O. (7) Given the product [CH:22]([N:12]([C:10](=[O:11])[CH2:9][CH2:8][C:3]1[CH:4]=[CH:5][CH:6]=[CH:7][C:2]=1[C:38]1[CH:37]=[CH:36][CH:35]=[C:34]([N+:31]([O-:33])=[O:32])[CH:39]=1)[NH:13][C:14](=[O:21])[C:15]1[CH:20]=[CH:19][CH:18]=[CH:17][CH:16]=1)([CH3:24])[CH3:23], predict the reactants needed to synthesize it. The reactants are: Br[C:2]1[CH:7]=[CH:6][CH:5]=[CH:4][C:3]=1[CH2:8][CH2:9][C:10]([N:12]([CH:22]([CH3:24])[CH3:23])[NH:13][C:14](=[O:21])[C:15]1[CH:20]=[CH:19][CH:18]=[CH:17][CH:16]=1)=[O:11].C([O-])([O-])=O.[Na+].[Na+].[N+:31]([C:34]1[CH:35]=[C:36](B(O)O)[CH:37]=[CH:38][CH:39]=1)([O-:33])=[O:32]. (8) Given the product [OH:34][C@@:27]1([C:26]#[C:25][C:21]2[CH:20]=[C:19]([C:2]3[N:3]=[C:4]([C:12]([O:14][CH2:15][CH3:16])=[O:13])[C:5]4[C:10]([CH:11]=3)=[CH:9][CH:8]=[CH:7][CH:6]=4)[CH:24]=[CH:23][CH:22]=2)[CH2:31][CH2:30][N:29]([CH3:32])[C:28]1=[O:33], predict the reactants needed to synthesize it. The reactants are: Cl[C:2]1[N:3]=[C:4]([C:12]([O:14][CH2:15][CH3:16])=[O:13])[C:5]2[C:10]([CH:11]=1)=[CH:9][CH:8]=[CH:7][CH:6]=2.F[B-](F)(F)[C:19]1[CH:24]=[CH:23][CH:22]=[C:21]([C:25]#[C:26][C@:27]2([OH:34])[CH2:31][CH2:30][N:29]([CH3:32])[C:28]2=[O:33])[CH:20]=1.[K+]. (9) Given the product [CH2:1]([O:3][C:4]([C:6]1[NH:15][C:9]2=[N:10][CH:11]=[C:12]([C:71]3[NH:72][C:68]([C:66](=[O:67])[NH:65][CH2:64][C:61]4[CH:62]=[CH:63][N:58]=[CH:59][CH:60]=4)=[N:69][C:70]=3[CH3:74])[CH:13]=[C:8]2[CH:7]=1)=[O:5])[CH3:2].[CH2:1]([O:3][C:4]([C:6]1[NH:15][C:9]2=[N:10][CH:11]=[C:12]([C:71]3[N:72]=[C:68]([C:66](=[O:67])[NH:65][CH2:64][C:61]4[CH:62]=[CH:63][N:58]=[CH:59][CH:60]=4)[N:69]([CH2:75][O:76][CH2:77][CH2:78][Si:79]([CH3:80])([CH3:82])[CH3:81])[C:70]=3[CH3:74])[CH:13]=[C:8]2[CH:7]=1)=[O:5])[CH3:2], predict the reactants needed to synthesize it. The reactants are: [CH2:1]([O:3][C:4]([C:6]1[NH:15][C:9]2=[N:10][CH:11]=[C:12](Br)[CH:13]=[C:8]2[CH:7]=1)=[O:5])[CH3:2].B1(B2OC(C)(C)C(C)(C)O2)OC(C)(C)C(C)(C)O1.C1(P(C2CCCCC2)C2CCCCC2)CCCCC1.C([O-])(=O)C.[K+].[N:58]1[CH:63]=[CH:62][C:61]([CH2:64][NH:65][C:66]([C:68]2[N:69]([CH2:75][O:76][CH2:77][CH2:78][Si:79]([CH3:82])([CH3:81])[CH3:80])[C:70]([CH3:74])=[C:71](Br)[N:72]=2)=[O:67])=[CH:60][CH:59]=1.C([O-])([O-])=O.[Na+].[Na+].